This data is from Peptide-MHC class II binding affinity with 134,281 pairs from IEDB. The task is: Regression. Given a peptide amino acid sequence and an MHC pseudo amino acid sequence, predict their binding affinity value. This is MHC class II binding data. (1) The peptide sequence is RGIEYIQHNGVVQES. The MHC is DRB1_1501 with pseudo-sequence DRB1_1501. The binding affinity (normalized) is 0.521. (2) The peptide sequence is RRGSANGKTLGEVWK. The MHC is HLA-DQA10201-DQB10402 with pseudo-sequence HLA-DQA10201-DQB10402. The binding affinity (normalized) is 0. (3) The peptide sequence is LIGLRIVFAVLSIVNRVRQG. The MHC is DRB1_0405 with pseudo-sequence DRB1_0405. The binding affinity (normalized) is 0.374. (4) The peptide sequence is RDGQLTIKAERTEQK. The binding affinity (normalized) is 0.0621. The MHC is HLA-DPA10301-DPB10402 with pseudo-sequence HLA-DPA10301-DPB10402.